Dataset: NCI-60 drug combinations with 297,098 pairs across 59 cell lines. Task: Regression. Given two drug SMILES strings and cell line genomic features, predict the synergy score measuring deviation from expected non-interaction effect. (1) Cell line: NCI-H460. Drug 1: CN(C)C1=NC(=NC(=N1)N(C)C)N(C)C. Drug 2: CC(C)CN1C=NC2=C1C3=CC=CC=C3N=C2N. Synergy scores: CSS=-1.53, Synergy_ZIP=0.286, Synergy_Bliss=0.855, Synergy_Loewe=-3.86, Synergy_HSA=-1.89. (2) Drug 1: C1CCC(CC1)NC(=O)N(CCCl)N=O. Drug 2: CC1C(C(CC(O1)OC2CC(OC(C2O)C)OC3=CC4=CC5=C(C(=O)C(C(C5)C(C(=O)C(C(C)O)O)OC)OC6CC(C(C(O6)C)O)OC7CC(C(C(O7)C)O)OC8CC(C(C(O8)C)O)(C)O)C(=C4C(=C3C)O)O)O)O. Cell line: U251. Synergy scores: CSS=31.4, Synergy_ZIP=-8.67, Synergy_Bliss=-1.58, Synergy_Loewe=-1.10, Synergy_HSA=-1.02.